From a dataset of Catalyst prediction with 721,799 reactions and 888 catalyst types from USPTO. Predict which catalyst facilitates the given reaction. Reactant: [CH2:1]([O:8][C:9](=[O:35])[CH:10]([NH:27][C:28]([O:30][C:31]([CH3:34])([CH3:33])[CH3:32])=[O:29])[CH2:11][C:12]1[CH:17]=[CH:16][C:15]([O:18][C:19]2[CH:24]=[CH:23][C:22]([CH:25]=[O:26])=[CH:21][CH:20]=2)=[CH:14][CH:13]=1)[C:2]1[CH:7]=[CH:6][CH:5]=[CH:4][CH:3]=1.[Mn]([O-])(=O)(=O)=[O:37].[K+]. Product: [CH2:1]([O:8][C:9]([CH:10]([NH:27][C:28]([O:30][C:31]([CH3:32])([CH3:34])[CH3:33])=[O:29])[CH2:11][C:12]1[CH:17]=[CH:16][C:15]([O:18][C:19]2[CH:20]=[CH:21][C:22]([C:25]([OH:37])=[O:26])=[CH:23][CH:24]=2)=[CH:14][CH:13]=1)=[O:35])[C:2]1[CH:7]=[CH:6][CH:5]=[CH:4][CH:3]=1. The catalyst class is: 20.